From a dataset of Forward reaction prediction with 1.9M reactions from USPTO patents (1976-2016). Predict the product of the given reaction. (1) Given the reactants B(F)(F)F.[CH3:5]COCC.[CH3:10][C:11]1[C:12]([OH:20])=[C:13]([CH3:19])[C:14]([CH3:18])=[C:15]([CH:17]=1)[OH:16].C1(C2[O:32][C:30](=[O:31])[CH2:29][CH2:28]2)C=CC=CC=1.[C:33]1(C)[CH:38]=[CH:37][CH:36]=[CH:35][CH:34]=1, predict the reaction product. The product is: [OH:20][C:12]1[C:11]([CH3:10])=[C:17]([CH3:5])[C:15]([OH:16])=[C:14]([CH3:18])[C:13]=1[CH:19]([C:33]1[CH:34]=[CH:35][CH:36]=[CH:37][CH:38]=1)[CH2:28][CH2:29][C:30]([OH:32])=[O:31]. (2) Given the reactants [CH3:1][O:2][C:3]1[CH:8]=[C:7]([CH3:9])[C:6]([S:10]([N:13]([CH2:15][C:16]2[O:20][CH:19]=[C:18]([C:21](O)=[O:22])[CH:17]=2)[CH3:14])(=[O:12])=[O:11])=[C:5]([CH3:24])[CH:4]=1.CCN=C=NCCCN(C)C.C1C=CC2N(O)N=NC=2C=1.CCN(C(C)C)C(C)C.Cl.Cl.[CH3:57][O:58][CH:59]1[CH2:62][N:61]([CH2:63][C:64]2[CH:69]=[CH:68][C:67]([CH2:70][NH:71][CH3:72])=[CH:66][CH:65]=2)[CH2:60]1, predict the reaction product. The product is: [CH3:57][O:58][CH:59]1[CH2:62][N:61]([CH2:63][C:64]2[CH:69]=[CH:68][C:67]([CH2:70][N:71]([CH3:72])[C:21]([C:18]3[CH:17]=[C:16]([CH2:15][N:13]([S:10]([C:6]4[C:5]([CH3:24])=[CH:4][C:3]([O:2][CH3:1])=[CH:8][C:7]=4[CH3:9])(=[O:12])=[O:11])[CH3:14])[O:20][CH:19]=3)=[O:22])=[CH:66][CH:65]=2)[CH2:60]1. (3) Given the reactants [Br:1]N1C(=O)CCC1=O.COC([C:13]1[CH:14]=[C:15]2[C:19](=[CH:20][C:21]=1[NH2:22])[CH2:18][CH2:17][CH2:16]2)=O.[C:23]([O:26][CH2:27]C)(=[O:25])C, predict the reaction product. The product is: [NH2:22][C:21]1[CH:20]=[C:19]2[C:15](=[CH:14][CH:13]=1)[C:16]([Br:1])([C:23]([O:26][CH3:27])=[O:25])[CH2:17][CH2:18]2. (4) Given the reactants [C:1]([O:5][C:6](=[O:12])[NH:7][C@@H:8]([CH3:11])[CH2:9][OH:10])([CH3:4])([CH3:3])[CH3:2].[F:13][C:14]1[CH:19]=[CH:18][C:17](O)=[C:16]([C:21]([F:24])([F:23])[F:22])[CH:15]=1.C1(P(C2C=CC=CC=2)C2C=CC=CC=2)C=CC=CC=1.N(C(OC(C)C)=O)=NC(OC(C)C)=O, predict the reaction product. The product is: [C:1]([O:5][C:6](=[O:12])[NH:7][C@@H:8]([CH3:11])[CH2:9][O:10][C:17]1[CH:18]=[CH:19][C:14]([F:13])=[CH:15][C:16]=1[C:21]([F:22])([F:24])[F:23])([CH3:4])([CH3:2])[CH3:3].